This data is from Forward reaction prediction with 1.9M reactions from USPTO patents (1976-2016). The task is: Predict the product of the given reaction. (1) Given the reactants [C:1]1([C@@H:7]([CH3:13])[CH2:8][NH:9][C:10]([NH2:12])=[S:11])[CH:6]=[CH:5][CH:4]=[CH:3][CH:2]=1.Br[CH:15]([CH:19]([CH3:21])[CH3:20])[C:16](O)=[O:17], predict the reaction product. The product is: [CH:19]([C@H:15]1[S:11][C:10]([NH:9][CH2:8][C@@H:7]([C:1]2[CH:6]=[CH:5][CH:4]=[CH:3][CH:2]=2)[CH3:13])=[N:12][C:16]1=[O:17])([CH3:21])[CH3:20]. (2) Given the reactants [C:1]([C:4]1[CH:5]=[CH:6][C:7]([CH:23]2[CH2:28][CH2:27][N:26](C(OC(C)(C)C)=O)[CH2:25][CH2:24]2)=[N:8][C:9]=1[C:10]1[CH:15]=[CH:14][C:13]([O:16][C:17]2[CH:22]=[CH:21][CH:20]=[CH:19][CH:18]=2)=[CH:12][CH:11]=1)(=[O:3])[NH2:2].C(O)(C(F)(F)F)=O, predict the reaction product. The product is: [O:16]([C:13]1[CH:12]=[CH:11][C:10]([C:9]2[N:8]=[C:7]([CH:23]3[CH2:28][CH2:27][NH:26][CH2:25][CH2:24]3)[CH:6]=[CH:5][C:4]=2[C:1]([NH2:2])=[O:3])=[CH:15][CH:14]=1)[C:17]1[CH:22]=[CH:21][CH:20]=[CH:19][CH:18]=1. (3) Given the reactants [Br:1][C:2]1[C:3]([NH:9][C:10]2[CH:15]=[CH:14][CH:13]=[CH:12][C:11]=2[O:16][CH3:17])=[N:4][C:5](Cl)=[N:6][CH:7]=1.Cl.[CH2:19]([N:21]([CH2:32][CH3:33])[CH2:22][CH2:23][O:24][C:25]1[CH:31]=[CH:30][C:28]([NH2:29])=[CH:27][CH:26]=1)[CH3:20].Cl.O, predict the reaction product. The product is: [Br:1][C:2]1[C:3]([NH:9][C:10]2[CH:15]=[CH:14][CH:13]=[CH:12][C:11]=2[O:16][CH3:17])=[N:4][C:5]([NH:29][C:28]2[CH:27]=[CH:26][C:25]([O:24][CH2:23][CH2:22][N:21]([CH2:32][CH3:33])[CH2:19][CH3:20])=[CH:31][CH:30]=2)=[N:6][CH:7]=1. (4) Given the reactants [NH2:1][C:2]1[CH:11]=[C:10]2[C:5]([CH2:6][CH2:7][CH:8]([CH2:12]O)[O:9]2)=[CH:4][CH:3]=1.[CH:14]1[C:23]2[C:18](=[CH:19][CH:20]=[CH:21][CH:22]=2)[CH:17]=[CH:16][C:15]=1[S:24](Cl)(=[O:26])=[O:25].[NH2:28][CH2:29][CH2:30][CH2:31][OH:32], predict the reaction product. The product is: [OH:32][CH2:31][CH2:30][CH2:29][NH:28][CH2:12][CH:8]1[CH2:7][CH2:6][C:5]2[C:10](=[CH:11][C:2]([NH:1][S:24]([C:15]3[CH:16]=[CH:17][C:18]4[C:23](=[CH:22][CH:21]=[CH:20][CH:19]=4)[CH:14]=3)(=[O:26])=[O:25])=[CH:3][CH:4]=2)[O:9]1. (5) The product is: [Cl:21][C:22]1[CH:27]=[C:26]([O:8][C:6]2[C:5]([F:9])=[CH:4][C:3]([NH:10][C:11](=[O:20])[O:12][CH2:13][C:14]3[CH:15]=[CH:16][CH:17]=[CH:18][CH:19]=3)=[C:2]([F:1])[CH:7]=2)[N:25]=[CH:24][N:23]=1. Given the reactants [F:1][C:2]1[CH:7]=[C:6]([OH:8])[C:5]([F:9])=[CH:4][C:3]=1[NH:10][C:11](=[O:20])[O:12][CH2:13][C:14]1[CH:19]=[CH:18][CH:17]=[CH:16][CH:15]=1.[Cl:21][C:22]1[CH:27]=[C:26](Cl)[N:25]=[CH:24][N:23]=1.C(=O)([O-])[O-].[K+].[K+].O, predict the reaction product. (6) Given the reactants [OH:1][C@@H:2]([C:4]1[N:15]([C@H:16]2[CH2:21][CH2:20][C@H:19]([CH2:22][C:23](O)=[O:24])[CH2:18][CH2:17]2)[C:7]2=[C:8]3[S:14][CH:13]=[CH:12][C:9]3=[N:10][CH:11]=[C:6]2[N:5]=1)[CH3:3].[CH2:26]([NH2:28])[CH3:27].C1COCC1.F[P-](F)(F)(F)(F)F.N1(O[P+](N(C)C)(N(C)C)N(C)C)C2C=CC=CC=2N=N1.C(N(CC)C(C)C)(C)C, predict the reaction product. The product is: [CH2:26]([NH:28][C:23](=[O:24])[CH2:22][C@H:19]1[CH2:20][CH2:21][C@H:16]([N:15]2[C:7]3=[C:8]4[S:14][CH:13]=[CH:12][C:9]4=[N:10][CH:11]=[C:6]3[N:5]=[C:4]2[C@H:2]([OH:1])[CH3:3])[CH2:17][CH2:18]1)[CH3:27]. (7) Given the reactants [NH2:1][C:2]1[S:3][C:4]2[C:10]([C:11]#[N:12])=[C:9]([O:13][C:14]3[CH:15]=[CH:16][C:17]([F:27])=[C:18]([NH:20][C:21](=[O:26])[C:22]([F:25])([F:24])[F:23])[CH:19]=3)[CH:8]=[CH:7][C:5]=2[N:6]=1.N1C=CC=CC=1.[CH:34]1([C:37](Cl)=[O:38])[CH2:36][CH2:35]1, predict the reaction product. The product is: [C:11]([C:10]1[C:4]2[S:3][C:2]([NH:1][C:37]([CH:34]3[CH2:36][CH2:35]3)=[O:38])=[N:6][C:5]=2[CH:7]=[CH:8][C:9]=1[O:13][C:14]1[CH:15]=[CH:16][C:17]([F:27])=[C:18]([NH:20][C:21](=[O:26])[C:22]([F:25])([F:23])[F:24])[CH:19]=1)#[N:12].